This data is from Forward reaction prediction with 1.9M reactions from USPTO patents (1976-2016). The task is: Predict the product of the given reaction. (1) Given the reactants [CH:1]12[CH2:10][CH:5]3[CH2:6][CH:7]([CH2:9][CH:3]([CH2:4]3)[CH:2]1[N:11]1[C:14](=[O:15])[C:13]([CH3:17])([CH3:16])[NH:12]1)[CH2:8]2.[CH3:18][S:19][C:20]1[CH:27]=[CH:26][CH:25]=[CH:24][C:21]=1[CH2:22]Br, predict the reaction product. The product is: [CH3:16][C:13]1([CH3:17])[N:12]([CH2:22][C:21]2[CH:24]=[CH:25][CH:26]=[CH:27][C:20]=2[S:19][CH3:18])[N:11]([CH:2]2[CH:3]3[CH2:4][CH:5]4[CH2:6][CH:7]([CH2:8][CH:1]2[CH2:10]4)[CH2:9]3)[C:14]1=[O:15]. (2) Given the reactants [CH3:1][O:2][C:3]1[CH:12]=[CH:11][CH:10]=[C:9]2[C:4]=1[CH2:5][CH2:6][C:7](=O)[CH2:8]2.C(O)(=O)C.[CH2:18]([NH2:21])[CH2:19][CH3:20].[BH3-]C#N.[Na+], predict the reaction product. The product is: [CH3:1][O:2][C:3]1[CH:12]=[CH:11][CH:10]=[C:9]2[C:4]=1[CH2:5][CH2:6][CH:7]([NH:21][CH2:18][CH2:19][CH3:20])[CH2:8]2.